This data is from Full USPTO retrosynthesis dataset with 1.9M reactions from patents (1976-2016). The task is: Predict the reactants needed to synthesize the given product. Given the product [CH3:30][O:29]/[N:28]=[C:16]1/[C@@H:15]2[C@@H:25]([C@:23]3([CH3:24])[CH:18]([CH2:17]/1)[CH2:19][C:20](=[O:51])[CH2:21][CH2:22]3)[CH2:26][CH2:27][C@@:4]1([CH3:5])[C@H:6]2[CH2:7][CH2:8][C:3]1=[O:12], predict the reactants needed to synthesize it. The reactants are: C1CO[C:8]23OCC[O:12][C:3]2([C@:4]2([CH2:27][CH2:26][C@H:25]4[C@@H:15](/[C:16](=[N:28]/[O:29][CH3:30])/[CH2:17][CH:18]5[C@:23]4([CH3:24])[CH2:22][CH2:21][CH2:20][CH2:19]5)[C@@H:6]2[CH2:7]3)[CH3:5])O1.C([C@@H]1C2[C@](C)(CCC(=[O:51])C2)[C@@H]2[C@H]([C@H]3[C@@](CC2)(C)C(=O)CC3)C1)#N.